Dataset: Full USPTO retrosynthesis dataset with 1.9M reactions from patents (1976-2016). Task: Predict the reactants needed to synthesize the given product. (1) The reactants are: [Br:1][CH:2]1[CH2:23][CH2:22][C:5]2=[CH:6][C:7]3[C:8]4[CH:17]=[CH:16][C:15]([C:18](=[O:21])[CH2:19]Br)=[CH:14][C:9]=4[CH2:10][O:11][C:12]=3[CH:13]=[C:4]2[C:3]1=[O:24].[C:25]([O:29][C:30]([N:32]1[C@@H:36]([CH3:37])[CH2:35][CH2:34][C@H:33]1[C:38]([OH:40])=[O:39])=[O:31])([CH3:28])([CH3:27])[CH3:26].C([O-])([O-])=O.[K+].[K+]. Given the product [CH3:37][C@@H:36]1[N:32]([C:30]([O:29][C:25]([CH3:26])([CH3:27])[CH3:28])=[O:31])[C@H:33]([C:38]([O:40][CH2:19][C:18]([C:15]2[CH:16]=[CH:17][C:8]3[C:7]4[CH:6]=[C:5]5[CH2:22][CH2:23][CH:2]([Br:1])[C:3](=[O:24])[C:4]5=[CH:13][C:12]=4[O:11][CH2:10][C:9]=3[CH:14]=2)=[O:21])=[O:39])[CH2:34][CH2:35]1, predict the reactants needed to synthesize it. (2) Given the product [F:44][C:42]([F:43])([F:45])[C:41]1[NH:37][N:38]=[C:39]([C:46]2[S:50][C:49]([C:51]([O:53][CH2:54][CH3:55])=[O:52])=[CH:48][CH:47]=2)[CH:40]=1, predict the reactants needed to synthesize it. The reactants are: CCCCCC.C([Li])CCC.S1C=CC=C1C1C=C(C(F)(F)F)NN=1.ClC(OCC)=O.C(OC([N:37]1[C:41]([C:42]([F:45])([F:44])[F:43])=[CH:40][C:39]([C:46]2[S:50][C:49]([C:51]([O:53][CH2:54][CH3:55])=[O:52])=[CH:48][CH:47]=2)=[N:38]1)=O)C.C(OC(N1C(C2SC(C(OCC)=O)=CC=2)=CC(C(F)(F)F)=N1)=O)C.C(=O)(O)[O-].[Na+]. (3) Given the product [CH2:16]([O:18][C:19](=[O:29])[CH2:20][O:21][C:22]1[CH:27]=[CH:26][CH:25]=[C:24]([NH:28][C:13]([C:11]2[O:12][C:8]([C:4]3[CH:5]=[CH:6][CH:7]=[C:2]([Cl:1])[CH:3]=3)=[CH:9][CH:10]=2)=[O:15])[CH:23]=1)[CH3:17], predict the reactants needed to synthesize it. The reactants are: [Cl:1][C:2]1[CH:3]=[C:4]([C:8]2[O:12][C:11]([C:13]([OH:15])=O)=[CH:10][CH:9]=2)[CH:5]=[CH:6][CH:7]=1.[CH2:16]([O:18][C:19](=[O:29])[CH2:20][O:21][C:22]1[CH:27]=[CH:26][CH:25]=[C:24]([NH2:28])[CH:23]=1)[CH3:17]. (4) The reactants are: C[O:2][C:3](=[O:19])[C:4]1[CH:9]=[C:8]([CH2:10][N:11]2[CH2:16][CH2:15][N:14]([CH3:17])[CH2:13][CH2:12]2)[CH:7]=[CH:6][C:5]=1[NH2:18].[OH-].[Li+]. Given the product [NH2:18][C:5]1[CH:6]=[CH:7][C:8]([CH2:10][N:11]2[CH2:16][CH2:15][N:14]([CH3:17])[CH2:13][CH2:12]2)=[CH:9][C:4]=1[C:3]([OH:19])=[O:2], predict the reactants needed to synthesize it. (5) Given the product [CH3:1][O:2][C:3]1[CH:4]=[C:5]([CH:6]=[CH:7][C:8]=1[O:9][CH3:10])[C:13]([CH:14]1[CH:15]([C:16]([OH:18])=[O:17])[CH2:19][CH:20]=[CH:21][CH2:22]1)=[O:23], predict the reactants needed to synthesize it. The reactants are: [CH3:1][O:2][C:3]1[CH:4]=[C:5]([Mg]Br)[CH:6]=[CH:7][C:8]=1[O:9][CH3:10].[C:13]1(=[O:23])[O:18][C:16](=[O:17])[C@H:15]2[CH2:19][CH:20]=[CH:21][CH2:22][C@@H:14]12.[NH4+].[Cl-].Cl. (6) Given the product [CH:1]1([N:4]2[C:13]3[C:8](=[CH:9][CH:10]=[CH:11][CH:12]=3)[N:7]([C:14]([C@H:16]3[NH:17][C:18](=[O:25])[CH2:19][CH2:20]3)=[O:15])[CH2:6][CH2:5]2)[CH2:3][CH2:2]1, predict the reactants needed to synthesize it. The reactants are: [CH:1]1([N:4]2[C:13]3[C:8](=[CH:9][CH:10]=[CH:11][CH:12]=3)[N:7]([C:14]([C@@H:16]3[CH2:20][CH2:19][CH2:18][NH:17]3)=[O:15])[CH2:6][CH2:5]2)[CH2:3][CH2:2]1.C([O:25]C(N1C(=O)CC[C@H]1C(O)=O)=O)(C)(C)C. (7) Given the product [F:21][C:22]1[CH:23]=[CH:24][C:25]([C:28]2[CH:33]=[CH:32][C:31]([O:34][CH2:16][CH2:15][CH2:14][O:13][C:10]3[CH:9]=[CH:8][C:7]([CH2:6][C@H:5]([O:18][CH3:19])[C:4]([OH:3])=[O:20])=[CH:12][CH:11]=3)=[CH:30][CH:29]=2)=[CH:26][CH:27]=1, predict the reactants needed to synthesize it. The reactants are: C([O:3][C:4](=[O:20])[C@@H:5]([O:18][CH3:19])[CH2:6][C:7]1[CH:12]=[CH:11][C:10]([O:13][CH2:14][CH2:15][CH2:16]Br)=[CH:9][CH:8]=1)C.[F:21][C:22]1[CH:27]=[CH:26][C:25]([C:28]2[CH:33]=[CH:32][C:31]([OH:34])=[CH:30][CH:29]=2)=[CH:24][CH:23]=1.[OH-].[Na+]. (8) Given the product [NH2:14][C:4]1[CH:3]=[C:2]([CH2:22][CH2:21][CH2:20][C:19]([O:18][CH2:16][CH3:17])=[O:24])[CH:7]=[CH:6][C:5]=1[C:8]1[CH:13]=[CH:12][CH:11]=[CH:10][CH:9]=1, predict the reactants needed to synthesize it. The reactants are: Br[C:2]1[CH:7]=[CH:6][C:5]([C:8]2[CH:13]=[CH:12][CH:11]=[CH:10][CH:9]=2)=[C:4]([NH2:14])[CH:3]=1.[Br-].[CH2:16]([O:18][C:19](=[O:24])[CH2:20][CH2:21][CH2:22][Zn+])[CH3:17].C(OCC)C. (9) Given the product [C:1]([C:4]1[O:8][C:7]2[C:9]([O:18][C:28](=[O:29])[CH2:27][NH:26][C:24]([O:23][C:19]([CH3:21])([CH3:20])[CH3:22])=[O:25])=[C:10]3[C:15](=[C:16]([OH:17])[C:6]=2[CH:5]=1)[CH:14]=[CH:13][CH:12]=[CH:11]3)(=[O:3])[CH3:2], predict the reactants needed to synthesize it. The reactants are: [C:1]([C:4]1[O:8][C:7]2[C:9](=[O:18])[C:10]3[C:15]([C:16](=[O:17])[C:6]=2[CH:5]=1)=[CH:14][CH:13]=[CH:12][CH:11]=3)(=[O:3])[CH3:2].[C:19]([O:23][C:24]([NH:26][CH2:27][C:28](O)=[O:29])=[O:25])([CH3:22])([CH3:21])[CH3:20].F[P-](F)(F)(F)(F)F.C[N+](C)=C(N(C)C)ON1C2C=CC=CC=2N=N1.S(S([O-])=O)([O-])=O.[Na+].[Na+]. (10) The reactants are: CS(O[CH2:6][C:7]1[CH:12]=[CH:11][C:10]([CH2:13][NH:14][C:15](=[O:30])[CH2:16][CH2:17][C:18]2[CH:23]=[CH:22][C:21]([O:24][CH2:25][C:26]#[CH:27])=[C:20]([O:28][CH3:29])[CH:19]=2)=[CH:9][CH:8]=1)(=O)=O.[Br-:31].[Li+].CC(C)=O. Given the product [Br:31][CH2:6][C:7]1[CH:12]=[CH:11][C:10]([CH2:13][NH:14][C:15](=[O:30])[CH2:16][CH2:17][C:18]2[CH:23]=[CH:22][C:21]([O:24][CH2:25][C:26]#[CH:27])=[C:20]([O:28][CH3:29])[CH:19]=2)=[CH:9][CH:8]=1, predict the reactants needed to synthesize it.